Predict the reactants needed to synthesize the given product. From a dataset of Full USPTO retrosynthesis dataset with 1.9M reactions from patents (1976-2016). (1) Given the product [Cl:3][C:15]1[CH:14]=[CH:13][N:12]=[C:11]2[NH:10][N:9]=[C:8]([CH2:6][CH3:7])[C:16]=12, predict the reactants needed to synthesize it. The reactants are: P(Cl)(Cl)([Cl:3])=O.[CH2:6]([C:8]1[C:16]2[C:11](=[N+:12]([O-])[CH:13]=[CH:14][CH:15]=2)[NH:10][N:9]=1)[CH3:7]. (2) Given the product [Cl:10][C:11]1[CH:12]=[CH:13][C:14](/[C:17](/[C:34]2[CH:35]=[CH:36][C:37]([C:3]#[C:2][CH2:1][N:4]3[CH2:9][CH2:8][O:7][CH2:6][CH2:5]3)=[CH:38][CH:39]=2)=[CH:18]/[CH2:19][O:20][C:21]2[CH:32]=[CH:31][C:24]([O:25][CH2:26][C:27]([O:29][CH3:30])=[O:28])=[C:23]([CH3:33])[CH:22]=2)=[CH:15][CH:16]=1, predict the reactants needed to synthesize it. The reactants are: [CH2:1]([N:4]1[CH2:9][CH2:8][O:7][CH2:6][CH2:5]1)[C:2]#[CH:3].[Cl:10][C:11]1[CH:16]=[CH:15][C:14](/[C:17](/[C:34]2[CH:39]=[CH:38][C:37](I)=[CH:36][CH:35]=2)=[CH:18]/[CH2:19][O:20][C:21]2[CH:32]=[CH:31][C:24]([O:25][CH2:26][C:27]([O:29][CH3:30])=[O:28])=[C:23]([CH3:33])[CH:22]=2)=[CH:13][CH:12]=1. (3) The reactants are: [H-].[Na+].[CH3:3][C:4]1([OH:9])[CH2:8][CH2:7][O:6][CH2:5]1.[C:10](=O)([O:18]C1C=CC=CN=1)[O:11][C:12]1[CH:17]=[CH:16][CH:15]=[CH:14][N:13]=1. Given the product [C:10](=[O:18])([O:11][C:12]1[CH:17]=[CH:16][CH:15]=[CH:14][N:13]=1)[O:9][C:4]1([CH3:3])[CH2:8][CH2:7][O:6][CH2:5]1, predict the reactants needed to synthesize it. (4) Given the product [CH3:10][C:8]1[O:9][C:5]2[C:4]([CH:12]=[O:13])=[CH:3][C:2]([C:18]#[C:17][CH2:16][S:15][CH3:14])=[CH:11][C:6]=2[CH:7]=1, predict the reactants needed to synthesize it. The reactants are: I[C:2]1[CH:3]=[C:4]([CH:12]=[O:13])[C:5]2[O:9][C:8]([CH3:10])=[CH:7][C:6]=2[CH:11]=1.[CH3:14][S:15][CH2:16][C:17]#[CH:18]. (5) Given the product [CH3:1][O:2][C:3]1[N:4]=[C:5]2[C:10](=[CH:11][CH:12]=1)[N:9]=[CH:8][CH:7]=[C:6]2[CH2:13][CH2:14][N:15]1[CH2:19][CH2:18][C@@H:17]([CH2:20][NH:21][CH2:33][C:30]2[CH:31]=[CH:32][C:26]3[S:25][CH2:24][C:23](=[O:22])[NH:28][C:27]=3[N:29]=2)[CH2:16]1, predict the reactants needed to synthesize it. The reactants are: [CH3:1][O:2][C:3]1[N:4]=[C:5]2[C:10](=[CH:11][CH:12]=1)[N:9]=[CH:8][CH:7]=[C:6]2[CH2:13][CH2:14][N:15]1[CH2:19][CH2:18][C@@H:17]([CH2:20][NH2:21])[CH2:16]1.[O:22]=[C:23]1[NH:28][C:27]2[N:29]=[C:30]([CH:33]=O)[CH:31]=[CH:32][C:26]=2[S:25][CH2:24]1.[BH4-].[Na+]. (6) Given the product [N:1]1[C:2]2[CH:7]=[CH:6][CH:5]=[CH:4][C:3]=2[NH:38][CH:39]=1, predict the reactants needed to synthesize it. The reactants are: [NH2:1][C:2]1[C:3]([NH:38][CH3:39])=[CH:4][C:5](OC2C=CC(F)=CC=2F)=[C:6](C2C3C=CN(S(C4C=CC(C)=CC=4)(=O)=O)C=3C(=O)N(C)C=2)[CH:7]=1.C([O-])([O-])OCC.O.C1(C)C=CC(S(O)(=O)=O)=CC=1.